Task: Predict the reaction yield, written as a fraction of the theoretical maximum amount of product (1.0 means a 100% yield; for example, 0.34 means a 34% yield).. Dataset: Reaction yield outcomes from USPTO patents with 853,638 reactions (1) The reactants are [C:1]1(C)C=CC=C(C#N)C=1.NO.[OH:12][N:13]=[C:14]([NH2:21])[C:15]1[CH:20]=[CH:19][CH:18]=[CH:17][CH:16]=1. The catalyst is CCO. The product is [OH:12][N:13]=[C:14]([NH2:21])[C:15]1[CH:20]=[CH:19][CH:18]=[C:17]([CH3:1])[CH:16]=1. The yield is 0.977. (2) The reactants are [OH:1][C@@H:2]1[C@H:6]([OH:7])[C@@H:5]([CH2:8][OH:9])[N:4]([C:10]([O:12][C:13]([CH3:16])([CH3:15])[CH3:14])=[O:11])[C@H:3]1[C:17]1[C:21]2[N:22]=[CH:23][N:24]=[C:25]([OH:26])[C:20]=2[NH:19][CH:18]=1.Cl.C(N(CC)CC)C.I([O-])(=O)(=O)=O.[Na+].[BH4-].[Na+]. The catalyst is CO.O. The product is [OH:9][CH2:8][CH:5]([N:4]([C@@H:3]([C:17]1[C:21]2[N:22]=[CH:23][NH:24][C:25](=[O:26])[C:20]=2[NH:19][CH:18]=1)[CH2:2][OH:1])[C:10](=[O:11])[O:12][C:13]([CH3:15])([CH3:16])[CH3:14])[CH2:6][OH:7]. The yield is 0.920. (3) The reactants are [NH:1]([C:3]1[CH:8]=[C:7]([C:9]#[N:10])[CH:6]=[CH:5][N:4]=1)[NH2:2].[ClH:11]. The catalyst is CCOC(C)=O. The product is [ClH:11].[NH:1]([C:3]1[CH:8]=[C:7]([C:9]#[N:10])[CH:6]=[CH:5][N:4]=1)[NH2:2]. The yield is 0.950. (4) The reactants are [Cl:1][C:2]1[C:3]2[CH:14]=[CH:13][C:12](=[O:15])[N:11]([C:16]3[C:21]([F:22])=[CH:20][CH:19]=[CH:18][C:17]=3[F:23])[C:4]=2[N:5]=[C:6](S(C)=O)[N:7]=1.[NH2:24][CH:25]([CH2:28][OH:29])[CH2:26][OH:27]. The catalyst is ClCCl.CN(C=O)C. The product is [Cl:1][C:2]1[C:3]2[CH:14]=[CH:13][C:12](=[O:15])[N:11]([C:16]3[C:21]([F:22])=[CH:20][CH:19]=[CH:18][C:17]=3[F:23])[C:4]=2[N:5]=[C:6]([NH:24][CH:25]([CH2:28][OH:29])[CH2:26][OH:27])[N:7]=1. The yield is 0.420.